Dataset: Full USPTO retrosynthesis dataset with 1.9M reactions from patents (1976-2016). Task: Predict the reactants needed to synthesize the given product. (1) The reactants are: C[O:2][C:3]1[CH:8]=[CH:7][C:6]([CH2:9][CH2:10][CH2:11][C:12]([OH:14])=[O:13])=[CH:5][CH:4]=1.Cl.N1C=CC=CC=1.C(=O)C1C=CC(OC)=CC=1.Cl. Given the product [OH:2][C:3]1[CH:4]=[CH:5][C:6]([CH2:9][CH2:10][CH2:11][C:12]([OH:14])=[O:13])=[CH:7][CH:8]=1, predict the reactants needed to synthesize it. (2) Given the product [Cl:1][C:2]1[C:3]2[C:16]([C:17]3[CH:22]=[CH:21][C:20]([F:23])=[CH:19][CH:18]=3)=[CH:15][S:14][C:4]=2[N:5]=[C:6]([CH2:8][CH2:9][OH:10])[N:7]=1, predict the reactants needed to synthesize it. The reactants are: [Cl:1][C:2]1[C:3]2[C:16]([C:17]3[CH:22]=[CH:21][C:20]([F:23])=[CH:19][CH:18]=3)=[CH:15][S:14][C:4]=2[N:5]=[C:6]([CH2:8][C:9](OCC)=[O:10])[N:7]=1.[H-].C([Al+]CC(C)C)C(C)C.